This data is from Peptide-MHC class II binding affinity with 134,281 pairs from IEDB. The task is: Regression. Given a peptide amino acid sequence and an MHC pseudo amino acid sequence, predict their binding affinity value. This is MHC class II binding data. (1) The peptide sequence is ACQGVGGPSHKARVLAEA. The MHC is HLA-DQA10401-DQB10402 with pseudo-sequence HLA-DQA10401-DQB10402. The binding affinity (normalized) is 0.305. (2) The peptide sequence is EKKYFAVTQFEPLAA. The MHC is HLA-DQA10501-DQB10301 with pseudo-sequence HLA-DQA10501-DQB10301. The binding affinity (normalized) is 0.177. (3) The peptide sequence is EVLGFRMVQDERVGR. The MHC is DRB4_0101 with pseudo-sequence DRB4_0103. The binding affinity (normalized) is 0.370. (4) The peptide sequence is FDWILGWTIKGLGHD. The binding affinity (normalized) is 0.838. The MHC is DRB1_0101 with pseudo-sequence DRB1_0101. (5) The binding affinity (normalized) is 0. The MHC is H-2-IAb with pseudo-sequence H-2-IAb. The peptide sequence is NNITNIKIIRKLLNL. (6) The peptide sequence is DVLSQPMLPHTWDGS. The MHC is HLA-DQA10501-DQB10201 with pseudo-sequence HLA-DQA10501-DQB10201. The binding affinity (normalized) is 0.233.